Dataset: Drug-target binding data from BindingDB using IC50 measurements. Task: Regression. Given a target protein amino acid sequence and a drug SMILES string, predict the binding affinity score between them. We predict pIC50 (pIC50 = -log10(IC50 in M); higher means more potent). Dataset: bindingdb_ic50. (1) The compound is O=c1cc(-c2ccccc2)oc2cc(O)c(O)c(O)c12. The target protein (P22309) has sequence MAVESQGGRPLVLGLLLCVLGPVVSHAGKILLIPVDGSHWLSMLGAIQQLQQRGHEIVVLAPDASLYIRDGAFYTLKTYPVPFQREDVKESFVSLGHNVFENDSFLQRVIKTYKKIKKDSAMLLSGCSHLLHNKELMASLAESSFDVMLTDPFLPCSPIVAQYLSLPTVFFLHALPCSLEFEATQCPNPFSYVPRPLSSHSDHMTFLQRVKNMLIAFSQNFLCDVVYSPYATLASEFLQREVTVQDLLSSASVWLFRSDFVKDYPRPIMPNMVFVGGINCLHQNPLSQEFEAYINASGEHGIVVFSLGSMVSEIPEKKAMAIADALGKIPQTVLWRYTGTRPSNLANNTILVKWLPQNDLLGHPMTRAFITHAGSHGVYESICNGVPMVMMPLFGDQMDNAKRMETKGAGVTLNVLEMTSEDLENALKAVINDKSYKENIMRLSSLHKDRPVEPLDLAVFWVEFVMRHKGAPHLRPAAHDLTWYQYHSLDVIGFLLAVVL.... The pIC50 is 5.4. (2) The small molecule is CCC1(CC)OC(=O)N(c2ccc(C(=O)Nc3cccc4cccnc34)cc2)[C@H]1c1ccccc1. The target protein sequence is QGTNPYLTFHCVNQGTILLDLAPEDKEYQSVEEEMQSTIREHRDGGNAGGIFNRYNVIRIQKVVNKKLRERFCHRQKEVSEENHNHHNERMLFHGSPFINAIIHKGFDERHAYIGGMFGAGIYFAENSSKSNQYVYGIGGGTGCPTHKDRSCYICHRQMLFCRVTLGKSFLQFSTMKMAHAPPGHHSVIGRPSVNGLAYAEYVIYRGEQAYPEYLITYQIMKPEAPSQTATAAEQ. The pIC50 is 6.1. (3) The drug is CN(O)C(=O)COC(c1ccc(F)c(F)c1)P(=O)(O)O. The target protein (P9WNS1) has sequence MTNSTDGRADGRLRVVVLGSTGSIGTQALQVIADNPDRFEVVGLAAGGAHLDTLLRQRAQTGVTNIAVADEHAAQRVGDIPYHGSDAATRLVEQTEADVVLNALVGALGLRPTLAALKTGARLALANKESLVAGGSLVLRAARPGQIVPVDSEHSALAQCLRGGTPDEVAKLVLTASGGPFRGWSAADLEHVTPEQAGAHPTWSMGPMNTLNSASLVNKGLEVIETHLLFGIPYDRIDVVVHPQSIIHSMVTFIDGSTIAQASPPDMKLPISLALGWPRRVSGAAAACDFHTASSWEFEPLDTDVFPAVELARQAGVAGGCMTAVYNAANEEAAAAFLAGRIGFPAIVGIIADVLHAADQWAVEPATVDDVLDAQRWARERAQRAVSGMASVAIASTAKPGAAGRHASTLERS. The pIC50 is 5.3.